From a dataset of Full USPTO retrosynthesis dataset with 1.9M reactions from patents (1976-2016). Predict the reactants needed to synthesize the given product. (1) Given the product [CH:3]12[O:22][CH:4]1[CH2:5][CH2:6][N:1]([C:7]([O:9][CH2:10][C:11]1[CH:12]=[CH:13][CH:14]=[CH:15][CH:16]=1)=[O:8])[CH2:2]2, predict the reactants needed to synthesize it. The reactants are: [N:1]1([C:7]([O:9][CH2:10][C:11]2[CH:16]=[CH:15][CH:14]=[CH:13][CH:12]=2)=[O:8])[CH2:6][CH2:5][CH:4]=[CH:3][CH2:2]1.ClC1C=C(C=CC=1)C(OO)=[O:22]. (2) Given the product [NH2:1][C:2]1[C:11]([O:16][CH3:15])=[N:10][C:9]2[C:4](=[CH:5][C:6]([Cl:14])=[C:7]([Cl:13])[CH:8]=2)[N:3]=1, predict the reactants needed to synthesize it. The reactants are: [NH2:1][C:2]1[C:11](Cl)=[N:10][C:9]2[C:4](=[CH:5][C:6]([Cl:14])=[C:7]([Cl:13])[CH:8]=2)[N:3]=1.[CH3:15][O-:16].[Na+]. (3) The reactants are: Br[C:2]1[C:3]([CH3:9])=[CH:4][C:5]([Cl:8])=[N:6][CH:7]=1.[O:10]1[CH2:15][CH2:14][CH:13]([N:16]2[CH:20]=[C:19](B3OC(C)(C)C(C)(C)O3)[CH:18]=[N:17]2)[CH2:12][CH2:11]1.ClCCl.C(=O)([O-])[O-].[Cs+].[Cs+]. Given the product [Cl:8][C:5]1[CH:4]=[C:3]([CH3:9])[C:2]([C:19]2[CH:18]=[N:17][N:16]([CH:13]3[CH2:14][CH2:15][O:10][CH2:11][CH2:12]3)[CH:20]=2)=[CH:7][N:6]=1, predict the reactants needed to synthesize it.